Dataset: Forward reaction prediction with 1.9M reactions from USPTO patents (1976-2016). Task: Predict the product of the given reaction. (1) Given the reactants C([Mg]Br)C.[CH3:5][C:6]1[N:11]=[C:10]2[NH:12][CH:13]=[CH:14][C:9]2=[CH:8][CH:7]=1.[CH3:15][O:16][C:17]1[CH:18]=[C:19]([CH:23]=[C:24]([O:28][CH3:29])[C:25]=1[O:26][CH3:27])[C:20](Cl)=[O:21].[Cl-].[Al+3].[Cl-].[Cl-], predict the reaction product. The product is: [CH3:5][C:6]1[N:11]=[C:10]2[NH:12][CH:13]=[C:14]([C:20]([C:19]3[CH:23]=[C:24]([O:28][CH3:29])[C:25]([O:26][CH3:27])=[C:17]([O:16][CH3:15])[CH:18]=3)=[O:21])[C:9]2=[CH:8][CH:7]=1. (2) Given the reactants [N+:1]([C:4]1[S:8][C:7]([C:9]([O:11][CH2:12][CH3:13])=[O:10])=[CH:6][CH:5]=1)([O-])=O.O, predict the reaction product. The product is: [NH2:1][C:4]1[S:8][C:7]([C:9]([O:11][CH2:12][CH3:13])=[O:10])=[CH:6][CH:5]=1. (3) Given the reactants C(OC([N:8]1[CH2:12][CH2:11][CH2:10][C@H:9]1[CH2:13][O:14][C:15]1[CH:20]=[CH:19][C:18]([CH2:21][C:22]2[CH:27]=[CH:26][CH:25]=[CH:24][CH:23]=2)=[CH:17][N:16]=1)=O)(C)(C)C.[ClH:28], predict the reaction product. The product is: [ClH:28].[CH2:21]([C:18]1[CH:19]=[CH:20][C:15]([O:14][CH2:13][C@@H:9]2[CH2:10][CH2:11][CH2:12][NH:8]2)=[N:16][CH:17]=1)[C:22]1[CH:23]=[CH:24][CH:25]=[CH:26][CH:27]=1. (4) Given the reactants [F:1][C:2]1[N:7]=[C:6]([O:8][C:9]2[CH:15]=[CH:14][C:12]([NH2:13])=[CH:11][CH:10]=2)[CH:5]=[CH:4][CH:3]=1.O1CCOCC1.Cl.Cl[C:24]1[N:25]([CH2:39][C:40]2[CH:45]=[CH:44][C:43]([Cl:46])=[CH:42][CH:41]=2)[CH:26]=[C:27]([CH2:31][O:32][CH2:33][C:34]([O:36]CC)=[O:35])[C:28](=[O:30])[N:29]=1, predict the reaction product. The product is: [Cl:46][C:43]1[CH:42]=[CH:41][C:40]([CH2:39][N:25]2[CH:26]=[C:27]([CH2:31][O:32][CH2:33][C:34]([OH:36])=[O:35])[C:28](=[O:30])[N:29]=[C:24]2[NH:13][C:12]2[CH:14]=[CH:15][C:9]([O:8][C:6]3[CH:5]=[CH:4][CH:3]=[C:2]([F:1])[N:7]=3)=[CH:10][CH:11]=2)=[CH:45][CH:44]=1. (5) Given the reactants [NH2:1][C:2]1[N:7]=[C:6]([CH2:8][O:9]/[N:10]=[C:11](/[C:19]2[CH:24]=[CH:23][CH:22]=[CH:21][CH:20]=2)\[C:12]2[N:16]([CH3:17])[C:15](=[O:18])[O:14][N:13]=2)[CH:5]=[CH:4][CH:3]=1.C(N(CC)CC)C.[C:32](O[C:32]([O:34][C:35]([CH3:38])([CH3:37])[CH3:36])=[O:33])([O:34][C:35]([CH3:38])([CH3:37])[CH3:36])=[O:33].FC(F)(F)C(O)=O, predict the reaction product. The product is: [CH3:17][N:16]1[C:15](=[O:18])[O:14][N:13]=[C:12]1/[C:11](=[N:10]\[O:9][CH2:8][C:6]1[N:7]=[C:2]([NH:1][C:32](=[O:33])[O:34][C:35]([CH3:38])([CH3:37])[CH3:36])[CH:3]=[CH:4][CH:5]=1)/[C:19]1[CH:24]=[CH:23][CH:22]=[CH:21][CH:20]=1. (6) Given the reactants [Cl:1][C:2]1[CH:3]=[C:4]([C:9]2[CH2:13][C:12]([CH3:17])([C:14]([OH:16])=O)[O:11][N:10]=2)[CH:5]=[C:6]([Cl:8])[CH:7]=1.C(Cl)(=O)C(Cl)=O.[C:24]([NH2:28])([CH3:27])([CH3:26])[CH3:25].C(N(CC)CC)C.CN(C1C=CC=CN=1)C, predict the reaction product. The product is: [C:24]([NH:28][C:14]([C:12]1([CH3:17])[O:11][N:10]=[C:9]([C:4]2[CH:5]=[C:6]([Cl:8])[CH:7]=[C:2]([Cl:1])[CH:3]=2)[CH2:13]1)=[O:16])([CH3:27])([CH3:26])[CH3:25].